Dataset: Reaction yield outcomes from USPTO patents with 853,638 reactions. Task: Predict the reaction yield, written as a fraction of the theoretical maximum amount of product (1.0 means a 100% yield; for example, 0.34 means a 34% yield). (1) The reactants are C(N(CC)CC)C.[CH3:8][C@@:9]12[C:15]([CH3:17])([CH3:16])[C@@H:12]([CH2:13][CH2:14]1)[CH:11]([C:18](Cl)=[O:19])[C:10]2=O.C(OC([N:29]([CH2:39][C:40]1[CH:45]=[CH:44][CH:43]=[CH:42][CH:41]=1)[NH:30][C:31]1[CH:36]=[CH:35][CH:34]=[C:33]([CH3:37])[C:32]=1[CH3:38])=O)(C)(C)C.Cl.O1CCOCC1. The catalyst is ClCCCl. The product is [CH2:39]([N:29]1[C:10]2[C@:9]3([CH3:8])[C:15]([CH3:17])([CH3:16])[C@@H:12]([CH2:13][CH2:14]3)[C:11]=2[C:18](=[O:19])[N:30]1[C:31]1[CH:36]=[CH:35][CH:34]=[C:33]([CH3:37])[C:32]=1[CH3:38])[C:40]1[CH:41]=[CH:42][CH:43]=[CH:44][CH:45]=1. The yield is 0.110. (2) The reactants are [OH:1][C@@H:2]([CH3:7])[CH2:3][C:4]([OH:6])=[O:5].O1[B:13]([C@@H:14]([NH:19][C:20](=[O:38])[C@@H:21]([NH:29][C:30]([C:32]2[CH:37]=[N:36][CH:35]=[CH:34][N:33]=2)=[O:31])[CH2:22][C:23]2[CH:28]=[CH:27][CH:26]=[CH:25][CH:24]=2)[CH2:15][CH:16]([CH3:18])[CH3:17])O[B:13]([C@@H:14]([NH:19][C:20](=[O:38])[C@@H:21]([NH:29][C:30]([C:32]2[CH:37]=[N:36][CH:35]=[CH:34][N:33]=2)=[O:31])[CH2:22][C:23]2[CH:28]=[CH:27][CH:26]=[CH:25][CH:24]=2)[CH2:15][CH:16]([CH3:18])[CH3:17])O[B:13]1[C@@H:14]([NH:19][C:20](=[O:38])[C@@H:21]([NH:29][C:30]([C:32]1[CH:37]=[N:36][CH:35]=[CH:34][N:33]=1)=[O:31])[CH2:22][C:23]1[CH:28]=[CH:27][CH:26]=[CH:25][CH:24]=1)[CH2:15][CH:16]([CH3:18])[CH3:17]. The catalyst is CCOC(C)=O. The product is [CH2:22]([C@H:21]([NH:29][C:30]([C:32]1[CH:37]=[N:36][CH:35]=[CH:34][N:33]=1)=[O:31])[C:20]([NH:19][C@H:14]([B:13]1[O:1][C@@H:2]([CH3:7])[CH2:3][C:4](=[O:6])[O:5]1)[CH2:15][CH:16]([CH3:18])[CH3:17])=[O:38])[C:23]1[CH:28]=[CH:27][CH:26]=[CH:25][CH:24]=1. The yield is 0.960. (3) The reactants are P([O:13][CH2:14][CH2:15][N:16]([CH:51]1[CH2:55][CH2:54][CH2:53][CH2:52]1)[CH2:17][CH2:18][CH2:19][O:20][C:21]1[CH:30]=[C:29]2[C:24]([C:25]([NH:31][C:32]3[CH:36]=[C:35]([CH2:37][C:38]([NH:40][C:41]4[CH:46]=[CH:45][CH:44]=[C:43]([F:47])[C:42]=4[F:48])=[O:39])[NH:34][N:33]=3)=[N:26][CH:27]=[N:28]2)=[CH:23][C:22]=1[O:49][CH3:50])(OC(C)(C)C)(OC(C)(C)C)=O.C1(NCCO)CCCC1. No catalyst specified. The product is [CH:51]1([N:16]([CH2:15][CH2:14][OH:13])[CH2:17][CH2:18][CH2:19][O:20][C:21]2[CH:30]=[C:29]3[C:24]([C:25]([NH:31][C:32]4[CH:36]=[C:35]([CH2:37][C:38]([NH:40][C:41]5[CH:46]=[CH:45][CH:44]=[C:43]([F:47])[C:42]=5[F:48])=[O:39])[NH:34][N:33]=4)=[N:26][CH:27]=[N:28]3)=[CH:23][C:22]=2[O:49][CH3:50])[CH2:55][CH2:54][CH2:53][CH2:52]1. The yield is 0.480. (4) The product is [Cl:10][C:6]1[C:3]([CH:4]=[O:5])=[C:2]([N:12]2[CH2:13][CH2:14][C:15]3[N:23]4[C:18]([CH2:19][CH2:20][CH2:21][CH2:22]4)=[CH:17][C:16]=3[C:11]2=[O:24])[N:9]=[CH:8][CH:7]=1. The reactants are Br[C:2]1[N:9]=[CH:8][CH:7]=[C:6]([Cl:10])[C:3]=1[CH:4]=[O:5].[C:11]1(=[O:24])[C:16]2[CH:17]=[C:18]3[N:23]([C:15]=2[CH2:14][CH2:13][NH:12]1)[CH2:22][CH2:21][CH2:20][CH2:19]3.CC1(C)C2C(=C(P(C3C=CC=CC=3)C3C=CC=CC=3)C=CC=2)OC2C(P(C3C=CC=CC=3)C3C=CC=CC=3)=CC=CC1=2.C([O-])(=O)C.[K+]. The yield is 0.500. The catalyst is C1C=CC(/C=C/C(/C=C/C2C=CC=CC=2)=O)=CC=1.C1C=CC(/C=C/C(/C=C/C2C=CC=CC=2)=O)=CC=1.C1C=CC(/C=C/C(/C=C/C2C=CC=CC=2)=O)=CC=1.[Pd].[Pd].O1CCOCC1.